The task is: Predict the reactants needed to synthesize the given product.. This data is from Full USPTO retrosynthesis dataset with 1.9M reactions from patents (1976-2016). Given the product [Br:1][C:3]1[C:7]2=[N:8][CH:9]=[C:10]([O:12][CH3:13])[CH:11]=[C:6]2[S:5][C:4]=1[C:14]([O:16][CH3:17])=[O:15], predict the reactants needed to synthesize it. The reactants are: [BrH:1].N[C:3]1[C:7]2=[N:8][CH:9]=[C:10]([O:12][CH3:13])[CH:11]=[C:6]2[S:5][C:4]=1[C:14]([O:16][CH3:17])=[O:15].N([O-])=O.[Na+].C([O-])(O)=O.[Na+].